From a dataset of Peptide-MHC class I binding affinity with 185,985 pairs from IEDB/IMGT. Regression. Given a peptide amino acid sequence and an MHC pseudo amino acid sequence, predict their binding affinity value. This is MHC class I binding data. (1) The peptide sequence is HIKTIAVSV. The MHC is HLA-A68:02 with pseudo-sequence HLA-A68:02. The binding affinity (normalized) is 0.451. (2) The peptide sequence is TLPANPPPA. The MHC is HLA-A68:02 with pseudo-sequence HLA-A68:02. The binding affinity (normalized) is 0.0940. (3) The peptide sequence is AQIDNYNKF. The MHC is HLA-B07:02 with pseudo-sequence HLA-B07:02. The binding affinity (normalized) is 0.